From a dataset of NCI-60 drug combinations with 297,098 pairs across 59 cell lines. Regression. Given two drug SMILES strings and cell line genomic features, predict the synergy score measuring deviation from expected non-interaction effect. (1) Drug 1: CC1=C(C(=CC=C1)Cl)NC(=O)C2=CN=C(S2)NC3=CC(=NC(=N3)C)N4CCN(CC4)CCO. Drug 2: CN1C2=C(C=C(C=C2)N(CCCl)CCCl)N=C1CCCC(=O)O.Cl. Cell line: NCI-H460. Synergy scores: CSS=2.91, Synergy_ZIP=-0.288, Synergy_Bliss=2.75, Synergy_Loewe=-0.476, Synergy_HSA=-0.337. (2) Drug 1: C1=NC(=NC(=O)N1C2C(C(C(O2)CO)O)O)N. Drug 2: C#CCC(CC1=CN=C2C(=N1)C(=NC(=N2)N)N)C3=CC=C(C=C3)C(=O)NC(CCC(=O)O)C(=O)O. Cell line: NCI/ADR-RES. Synergy scores: CSS=14.4, Synergy_ZIP=-5.40, Synergy_Bliss=-2.46, Synergy_Loewe=0.249, Synergy_HSA=1.03. (3) Drug 1: CN1CCC(CC1)COC2=C(C=C3C(=C2)N=CN=C3NC4=C(C=C(C=C4)Br)F)OC. Drug 2: CC12CCC3C(C1CCC2=O)CC(=C)C4=CC(=O)C=CC34C. Cell line: HCT116. Synergy scores: CSS=45.5, Synergy_ZIP=1.00, Synergy_Bliss=-3.13, Synergy_Loewe=-5.24, Synergy_HSA=-4.18. (4) Drug 1: C1=CN(C=N1)CC(O)(P(=O)(O)O)P(=O)(O)O. Drug 2: CS(=O)(=O)OCCCCOS(=O)(=O)C. Cell line: MDA-MB-435. Synergy scores: CSS=-5.54, Synergy_ZIP=2.56, Synergy_Bliss=-1.51, Synergy_Loewe=-2.15, Synergy_HSA=-5.66. (5) Drug 1: CN1CCC(CC1)COC2=C(C=C3C(=C2)N=CN=C3NC4=C(C=C(C=C4)Br)F)OC. Drug 2: C1CCN(CC1)CCOC2=CC=C(C=C2)C(=O)C3=C(SC4=C3C=CC(=C4)O)C5=CC=C(C=C5)O. Cell line: SK-OV-3. Synergy scores: CSS=17.8, Synergy_ZIP=-7.20, Synergy_Bliss=5.14, Synergy_Loewe=-5.50, Synergy_HSA=4.65.